From a dataset of Full USPTO retrosynthesis dataset with 1.9M reactions from patents (1976-2016). Predict the reactants needed to synthesize the given product. Given the product [CH:1]1([N:5]2[CH2:10][CH2:9][CH:8]([O:11][C:12]3[CH:17]=[CH:16][C:15]([C:18]4([CH2:24][NH:25][C:27]5[N:32]=[CH:31][CH:30]=[CH:29][N:28]=5)[CH2:19][CH2:20][O:21][CH2:22][CH2:23]4)=[CH:14][CH:13]=3)[CH2:7][CH2:6]2)[CH2:4][CH2:3][CH2:2]1, predict the reactants needed to synthesize it. The reactants are: [CH:1]1([N:5]2[CH2:10][CH2:9][CH:8]([O:11][C:12]3[CH:17]=[CH:16][C:15]([C:18]4([CH2:24][NH2:25])[CH2:23][CH2:22][O:21][CH2:20][CH2:19]4)=[CH:14][CH:13]=3)[CH2:7][CH2:6]2)[CH2:4][CH2:3][CH2:2]1.Cl[C:27]1[N:32]=[CH:31][CH:30]=[CH:29][N:28]=1.